Dataset: Full USPTO retrosynthesis dataset with 1.9M reactions from patents (1976-2016). Task: Predict the reactants needed to synthesize the given product. (1) Given the product [CH2:40]([NH:39][C:33]1[CH:32]=[C:31]([N:6]2[C:7]3=[N:8][CH:9]=[CH:10][C:11]([N:13]4[CH:17]=[C:16]([C:18]5[CH:19]=[N:20][N:21]([CH3:23])[CH:22]=5)[N:15]=[CH:14]4)=[C:12]3[C:4]([CH:1]([CH3:3])[CH3:2])=[N:5]2)[CH:38]=[CH:37][C:34]=1[C:35]#[N:36])[CH3:41], predict the reactants needed to synthesize it. The reactants are: [CH:1]([C:4]1[C:12]2[C:7](=[N:8][CH:9]=[CH:10][C:11]=2[N:13]2[CH:17]=[C:16]([C:18]3[CH:19]=[N:20][N:21]([CH3:23])[CH:22]=3)[N:15]=[CH:14]2)[NH:6][N:5]=1)([CH3:3])[CH3:2].C(=O)([O-])[O-].[Cs+].[Cs+].Br[C:31]1[CH:38]=[CH:37][C:34]([C:35]#[N:36])=[C:33]([NH:39][CH2:40][CH3:41])[CH:32]=1.CNCCNC. (2) Given the product [C:15]([C:14]1[CH:18]=[CH:19][C:20]([N:21]2[CH2:26][CH2:25][N:24]([CH3:27])[CH2:23][CH2:22]2)=[C:12]([NH:11][C:9](=[O:10])[O:8][CH2:1][C:2]2[CH:3]=[CH:4][CH:5]=[CH:6][CH:7]=2)[CH:13]=1)(=[O:17])[NH2:32], predict the reactants needed to synthesize it. The reactants are: [CH2:1]([O:8][C:9]([NH:11][C:12]1[CH:13]=[C:14]([CH:18]=[CH:19][C:20]=1[N:21]1[CH2:26][CH2:25][N:24]([CH3:27])[CH2:23][CH2:22]1)[C:15]([OH:17])=O)=[O:10])[C:2]1[CH:7]=[CH:6][CH:5]=[CH:4][CH:3]=1.S(Cl)(Cl)=O.[NH3:32]. (3) Given the product [Br:26][C:7]1[C:8]([OH:10])=[CH:9][C:2]([Cl:1])=[C:3]([CH:6]=1)[C:4]#[N:5], predict the reactants needed to synthesize it. The reactants are: [Cl:1][C:2]1[CH:9]=[C:8]([OH:10])[CH:7]=[CH:6][C:3]=1[C:4]#[N:5].OS(C(F)(F)F)(=O)=O.C1C(=O)N([Br:26])C(=O)C1. (4) Given the product [N+:3]([C:6]1[CH:7]=[CH:8][C:9]([N:12]2[CH:16]=[CH:15][N:14]=[C:13]2[CH2:17][OH:18])=[CH:10][CH:11]=1)([O-:5])=[O:4], predict the reactants needed to synthesize it. The reactants are: [BH4-].[Na+].[N+:3]([C:6]1[CH:11]=[CH:10][C:9]([N:12]2[CH:16]=[CH:15][N:14]=[C:13]2[CH:17]=[O:18])=[CH:8][CH:7]=1)([O-:5])=[O:4].O. (5) Given the product [CH3:15][N:7]([CH2:6][C@@H:3]1[CH2:4][CH2:5][NH:1][CH2:2]1)[C:8](=[O:14])[O:9][C:10]([CH3:11])([CH3:13])[CH3:12], predict the reactants needed to synthesize it. The reactants are: [NH:1]1[CH2:5][CH2:4][C@@H:3]([CH2:6][NH:7][C:8](=[O:14])[O:9][C:10]([CH3:13])([CH3:12])[CH3:11])[CH2:2]1.[CH3:15]N(C[C@H]1CCCN1)C(=O)OC(C)(C)C.